Dataset: Catalyst prediction with 721,799 reactions and 888 catalyst types from USPTO. Task: Predict which catalyst facilitates the given reaction. (1) Reactant: [CH3:1][O:2][C:3]1[CH:4]=[C:5]2[C:10](=[CH:11][C:12]=1[N+:13]([O-:15])=[O:14])[CH2:9][NH:8][CH2:7][CH2:6]2.I[CH2:17][CH2:18][F:19].C(=O)([O-])[O-].[K+].[K+]. Product: [F:19][CH2:18][CH2:17][N:8]1[CH2:7][CH2:6][C:5]2[C:10](=[CH:11][C:12]([N+:13]([O-:15])=[O:14])=[C:3]([O:2][CH3:1])[CH:4]=2)[CH2:9]1. The catalyst class is: 10. (2) Reactant: [CH3:1][NH:2][C:3]1[N:8]=[C:7]([C:9]2[NH:10][C:11]3[C:16]([CH:17]=2)=[CH:15][C:14]([C:18]([O:20]CC)=[O:19])=[CH:13][CH:12]=3)[CH:6]=[CH:5][N:4]=1.[OH-].[Na+:24]. Product: [Na+:24].[CH3:1][NH:2][C:3]1[N:8]=[C:7]([C:9]2[NH:10][C:11]3[C:16]([CH:17]=2)=[CH:15][C:14]([C:18]([O-:20])=[O:19])=[CH:13][CH:12]=3)[CH:6]=[CH:5][N:4]=1. The catalyst class is: 8.